This data is from Catalyst prediction with 721,799 reactions and 888 catalyst types from USPTO. The task is: Predict which catalyst facilitates the given reaction. (1) Reactant: Br[C:2]1[CH:11]=[CH:10][C:9]2[C:4](=[CH:5][CH:6]=[CH:7][CH:8]=2)[N:3]=1.C([Li])CCC.[C:17]([O:21][C:22]([N:24]1[CH2:29][CH2:28][C:27](=[O:30])[CH2:26][CH2:25]1)=[O:23])([CH3:20])([CH3:19])[CH3:18]. Product: [C:17]([O:21][C:22]([N:24]1[CH2:29][CH2:28][C:27]([OH:30])([C:2]2[CH:11]=[CH:10][C:9]3[C:4](=[CH:5][CH:6]=[CH:7][CH:8]=3)[N:3]=2)[CH2:26][CH2:25]1)=[O:23])([CH3:20])([CH3:18])[CH3:19]. The catalyst class is: 188. (2) Reactant: [F:1][C:2]1[CH:3]=[C:4]2[C:8](=[CH:9][CH:10]=1)[NH:7][C:6]([C:11]([OH:13])=O)=[CH:5]2.[NH2:14][C@H:15]1[C:23]2[C:18](=[CH:19][CH:20]=[C:21]([C:24]#[N:25])[CH:22]=2)[CH2:17][C:16]1([CH3:27])[CH3:26].CN([P+](ON1N=NC2C=CC=CC1=2)(N(C)C)N(C)C)C.F[P-](F)(F)(F)(F)F.CN1CCOCC1. Product: [C:24]([C:21]1[CH:22]=[C:23]2[C:18]([CH2:17][C:16]([CH3:27])([CH3:26])[C@H:15]2[NH:14][C:11]([C:6]2[NH:7][C:8]3[C:4]([CH:5]=2)=[CH:3][C:2]([F:1])=[CH:10][CH:9]=3)=[O:13])=[CH:19][CH:20]=1)#[N:25]. The catalyst class is: 3. (3) Product: [F:4][C:5]([F:42])([F:43])[C:6]1[CH:7]=[C:8]([C:16]2([C:38]([F:40])([F:41])[F:39])[O:20][N:19]=[C:18]([C:21]3[C:30]4[C:25](=[CH:26][CH:27]=[CH:28][CH:29]=4)[C:24]([C:31]([NH:33][CH2:34][C:35](=[O:37])[NH:47][CH2:46][C:45]([F:49])([F:48])[F:44])=[O:32])=[CH:23][CH:22]=3)[CH2:17]2)[CH:9]=[C:10]([C:12]([F:15])([F:14])[F:13])[CH:11]=1. The catalyst class is: 4. Reactant: N=C=N.[F:4][C:5]([F:43])([F:42])[C:6]1[CH:7]=[C:8]([C:16]2([C:38]([F:41])([F:40])[F:39])[O:20][N:19]=[C:18]([C:21]3[C:30]4[C:25](=[CH:26][CH:27]=[CH:28][CH:29]=4)[C:24]([C:31]([NH:33][CH2:34][C:35]([OH:37])=O)=[O:32])=[CH:23][CH:22]=3)[CH2:17]2)[CH:9]=[C:10]([C:12]([F:15])([F:14])[F:13])[CH:11]=1.[F:44][C:45]([F:49])([F:48])[CH2:46][NH2:47]. (4) Reactant: C(OC([N:8]1[CH2:11][CH:10]([O:12][C:13]2[CH:14]=[N:15][C:16]([C:19]3[CH:24]=[CH:23][C:22]([C:25]([O:27][CH3:28])=[O:26])=[C:21]([CH3:29])[CH:20]=3)=[CH:17][CH:18]=2)[CH2:9]1)=O)(C)(C)C.[C:30]([OH:36])([C:32]([F:35])([F:34])[F:33])=[O:31]. Product: [F:33][C:32]([F:35])([F:34])[C:30]([OH:36])=[O:31].[CH3:28][O:27][C:25](=[O:26])[C:22]1[CH:23]=[CH:24][C:19]([C:16]2[CH:17]=[CH:18][C:13]([O:12][CH:10]3[CH2:11][NH:8][CH2:9]3)=[CH:14][N:15]=2)=[CH:20][C:21]=1[CH3:29]. The catalyst class is: 2.